This data is from Catalyst prediction with 721,799 reactions and 888 catalyst types from USPTO. The task is: Predict which catalyst facilitates the given reaction. (1) Reactant: [Cl:1][C:2]1[CH:7]=[C:6]([Cl:8])[C:5]([OH:9])=[CH:4][C:3]=1[N:10]=[C:11]([N:15]1[CH2:19][CH2:18][CH2:17][CH2:16]1)[C:12]([NH2:14])=[O:13].C(=O)([O-])[O-].[K+].[K+].Br[CH:27]([CH3:33])[C:28]([O:30][CH2:31][CH3:32])=[O:29]. Product: [Cl:1][C:2]1[CH:7]=[C:6]([Cl:8])[C:5]([O:9][CH:27]([C:28]([O:30][CH2:31][CH3:32])=[O:29])[CH3:33])=[CH:4][C:3]=1[N:10]=[C:11]([N:15]1[CH2:19][CH2:18][CH2:17][CH2:16]1)[C:12]([NH2:14])=[O:13]. The catalyst class is: 10. (2) Reactant: [F:1][C:2]1[CH:3]=[C:4]([C:8](=O)/[CH:9]=[CH:10]/[C:11]2[CH:16]=[CH:15][CH:14]=[C:13]([F:17])[CH:12]=2)[CH:5]=[CH:6][CH:7]=1.[C:19]([CH2:21][C:22]([NH2:24])=[O:23])#[N:20].CC(C)([O-])C.[K+].O=O.Cl. Product: [F:1][C:2]1[CH:3]=[C:4]([C:8]2[CH:9]=[C:10]([C:11]3[CH:16]=[CH:15][CH:14]=[C:13]([F:17])[CH:12]=3)[NH:24][C:22](=[O:23])[C:21]=2[C:19]#[N:20])[CH:5]=[CH:6][CH:7]=1. The catalyst class is: 58. (3) Reactant: [F:1][C:2]1[CH:3]=[C:4]([C:9]2[C:18]3[C:13](=[CH:14][CH:15]=[CH:16][CH:17]=3)[O:12][C:11](=[O:19])[C:10]=2F)[CH:5]=[C:6]([F:8])[CH:7]=1.[F:21][C:22]([F:34])([F:33])[C:23]([C:27]1[S:31][C:30]([SH:32])=[N:29][CH:28]=1)([OH:26])[CH2:24][CH3:25].C(=O)([O-])[O-].[K+].[K+]. Product: [F:1][C:2]1[CH:3]=[C:4]([C:9]2[C:18]3[C:13](=[CH:14][C:15]([S:32][C:30]4[S:31][C:27]([C:23]([OH:26])([C:22]([F:21])([F:33])[F:34])[CH2:24][CH3:25])=[CH:28][N:29]=4)=[CH:16][CH:17]=3)[O:12][C:11](=[O:19])[CH:10]=2)[CH:5]=[C:6]([F:8])[CH:7]=1. The catalyst class is: 37. (4) Reactant: [CH3:1][O:2][N:3]=[C:4]([CH3:15])[CH2:5][C:6]1[C:11]([Cl:12])=[CH:10][C:9]([Cl:13])=[CH:8][C:7]=1[Cl:14].C(O)(=O)C.S(=O)(=O)(O)O.[H][H].[OH-].[Na+]. Product: [CH3:1][O:2][NH:3][CH:4]([CH3:15])[CH2:5][C:6]1[C:7]([Cl:14])=[CH:8][C:9]([Cl:13])=[CH:10][C:11]=1[Cl:12]. The catalyst class is: 553. (5) Reactant: [H-].[Na+].C(OP([CH2:11][C:12]([O:14][CH2:15][CH3:16])=[O:13])(OCC)=O)C.[Br:17][C:18]1[CH:19]=[CH:20][C:21]([N:26]2[CH2:31][CH2:30][CH2:29][CH2:28][CH:27]2[CH3:32])=[C:22]([CH:25]=1)[CH:23]=O.O. Product: [Br:17][C:18]1[CH:19]=[CH:20][C:21]([N:26]2[CH2:31][CH2:30][CH2:29][CH2:28][CH:27]2[CH3:32])=[C:22](/[CH:23]=[CH:11]/[C:12]([O:14][CH2:15][CH3:16])=[O:13])[CH:25]=1. The catalyst class is: 11. (6) Reactant: [OH:1][C@H:2]([C@@H:26]([NH:34]C(OCC1C=CC=CC=1)=O)[CH2:27][C:28]1[CH:33]=[CH:32][CH:31]=[CH:30][CH:29]=1)[CH2:3][N:4]([CH2:13][C:14]1[CH:19]=[CH:18][C:17]([C:20]2[CH:25]=[CH:24][CH:23]=[CH:22][N:21]=2)=[CH:16][CH:15]=1)[NH:5][C:6]([O:8][C:9]([CH3:12])([CH3:11])[CH3:10])=[O:7]. Product: [OH:1][C@H:2]([C@@H:26]([NH2:34])[CH2:27][C:28]1[CH:33]=[CH:32][CH:31]=[CH:30][CH:29]=1)[CH2:3][N:4]([CH2:13][C:14]1[CH:19]=[CH:18][C:17]([C:20]2[CH:25]=[CH:24][CH:23]=[CH:22][N:21]=2)=[CH:16][CH:15]=1)[NH:5][C:6]([O:8][C:9]([CH3:11])([CH3:10])[CH3:12])=[O:7]. The catalyst class is: 19. (7) Reactant: [NH2:1][C:2]1[CH:10]=[CH:9][C:5]([C:6]([NH2:8])=[O:7])=[C:4]([Cl:11])[CH:3]=1.[CH2:12]([N:14]1[C:23]2[C:18](=[N:19][C:20]([NH:24][C:25]([CH2:27][CH:28]([CH3:33])CC(O)=O)=[O:26])=[CH:21][N:22]=2)[C:17](=[O:34])[N:16]([CH2:35][CH3:36])[C:15]1=[O:37])[CH3:13].CCN([CH:44]([CH3:46])C)C(C)C.[CH2:47](P1(=O)OP(CCC)(=O)OP(CCC)(=O)O1)CC.[C:65](OCC)(=[O:67])C. Product: [CH2:12]([N:14]1[C:23]2[C:18](=[N:19][C:20]([NH:24][C:25]([CH:27]([C:65]([NH:1][C:2]3[CH:10]=[CH:9][C:5]([C:6](=[O:7])[NH2:8])=[C:4]([Cl:11])[CH:3]=3)=[O:67])[CH2:28][CH:33]([CH3:47])[CH2:44][CH3:46])=[O:26])=[CH:21][N:22]=2)[C:17](=[O:34])[N:16]([CH2:35][CH3:36])[C:15]1=[O:37])[CH3:13]. The catalyst class is: 3.